Task: Predict the product of the given reaction.. Dataset: Forward reaction prediction with 1.9M reactions from USPTO patents (1976-2016) (1) Given the reactants Br[C:2]1[CH:3]=[CH:4][CH:5]=[C:6]2[C:11]=1[N:10]=[C:9]([CH:12]1[CH2:16][O:15][C:14]([CH3:18])([CH3:17])[O:13]1)[CH:8]=[CH:7]2.[NH:19]1[CH2:24][CH2:23][CH:22]([CH2:25][NH:26][C:27](=[O:33])[O:28][C:29]([CH3:32])([CH3:31])[CH3:30])[CH2:21][CH2:20]1.C([O-])([O-])=O.[Cs+].[Cs+], predict the reaction product. The product is: [CH3:17][C:14]1([CH3:18])[O:13][CH:12]([C:9]2[CH:8]=[CH:7][C:6]3[C:11](=[C:2]([N:19]4[CH2:24][CH2:23][CH:22]([CH2:25][NH:26][C:27](=[O:33])[O:28][C:29]([CH3:31])([CH3:30])[CH3:32])[CH2:21][CH2:20]4)[CH:3]=[CH:4][CH:5]=3)[N:10]=2)[CH2:16][O:15]1. (2) Given the reactants [CH2:1]([NH:3][C:4]1[CH:9]=[C:8]([O:10][CH3:11])[CH:7]=[CH:6][C:5]=1[C@@H:12]1[CH2:21][CH2:20][C:19]2[CH:18]=[C:17]([O:22]C(=O)C(C)(C)C)[CH:16]=[CH:15][C:14]=2[CH2:13]1)[CH3:2].[CH3:29][N:30]1[CH2:35][CH2:34][CH:33]([O:36][C:37]2[CH:44]=[CH:43][C:40]([CH:41]=O)=[CH:39][CH:38]=2)[CH2:32][CH2:31]1, predict the reaction product. The product is: [CH2:1]([N:3]([CH2:41][C:40]1[CH:39]=[CH:38][C:37]([O:36][CH:33]2[CH2:34][CH2:35][N:30]([CH3:29])[CH2:31][CH2:32]2)=[CH:44][CH:43]=1)[C:4]1[CH:9]=[C:8]([O:10][CH3:11])[CH:7]=[CH:6][C:5]=1[C@@H:12]1[CH2:21][CH2:20][C:15]2[CH:16]=[C:17]([OH:22])[CH:18]=[CH:19][C:14]=2[CH2:13]1)[CH3:2]. (3) Given the reactants CC([O-])(C)C.[K+].[NH:7]1[CH2:12][CH2:11][O:10][CH2:9][CH2:8]1.Br[C:14]1[CH:15]=[C:16]2[N:25]([CH3:26])[CH:24]=[CH:23][C:17]2=[N:18][C:19]=1[C@@H:20]([NH2:22])[CH3:21], predict the reaction product. The product is: [CH3:26][N:25]1[C:16]2[C:17](=[N:18][C:19]([C@@H:20]([NH2:22])[CH3:21])=[C:14]([N:7]3[CH2:12][CH2:11][O:10][CH2:9][CH2:8]3)[CH:15]=2)[CH:23]=[CH:24]1. (4) The product is: [CH2:1]([O:3][C:4](=[O:19])[C:5]([F:18])([F:17])[CH2:6][N:7]([C:23]1[C:24]([N+:28]([O-:30])=[O:29])=[CH:25][N:26]=[C:21]([Cl:20])[N:22]=1)[C@@H:8]1[CH2:10][C@H:9]1[C:11]1[CH:16]=[CH:15][CH:14]=[CH:13][CH:12]=1)[CH3:2]. Given the reactants [CH2:1]([O:3][C:4](=[O:19])[C:5]([F:18])([F:17])[CH2:6][NH:7][C@@H:8]1[CH2:10][C@H:9]1[C:11]1[CH:16]=[CH:15][CH:14]=[CH:13][CH:12]=1)[CH3:2].[Cl:20][C:21]1[N:26]=[C:25](Cl)[C:24]([N+:28]([O-:30])=[O:29])=[CH:23][N:22]=1.C(=O)(O)[O-].[Na+], predict the reaction product. (5) Given the reactants [Cl:1][C:2]1[CH:3]=[C:4]2[C:8](=[CH:9][CH:10]=1)[NH:7][C:6]([CH2:11][C:12]1[CH:17]=[CH:16][CH:15]=[CH:14][CH:13]=1)=[CH:5]2.C([N:21]1[CH2:25][CH2:24][NH:23][C:22]1=O)(=O)C, predict the reaction product. The product is: [Cl:1][C:2]1[CH:3]=[C:4]2[C:8](=[CH:9][CH:10]=1)[NH:7][C:6]([CH2:11][C:12]1[CH:13]=[CH:14][CH:15]=[CH:16][CH:17]=1)=[C:5]2[C:22]1[NH:23][CH2:24][CH2:25][N:21]=1. (6) Given the reactants [CH2:1]([N:3]([CH2:16][CH3:17])[C:4](=[O:15])[C:5]1[CH:10]=[CH:9][C:8](F)=[C:7]([N+:12]([O-:14])=[O:13])[CH:6]=1)[CH3:2].[CH3:18][CH:19]([CH3:23])[CH2:20][CH2:21][NH2:22], predict the reaction product. The product is: [CH2:1]([N:3]([CH2:16][CH3:17])[C:4](=[O:15])[C:5]1[CH:10]=[CH:9][C:8]([NH:22][CH2:21][CH2:20][CH:19]([CH3:23])[CH3:18])=[C:7]([N+:12]([O-:14])=[O:13])[CH:6]=1)[CH3:2]. (7) Given the reactants C(Cl)(=O)C([Cl:4])=O.[CH2:7]([N:14]1[C@H:18]([C:19](=[O:28])[NH:20][CH2:21][C:22]2[CH:27]=[CH:26][CH:25]=[CH:24][CH:23]=2)[CH2:17][CH2:16][C@@H:15]1[C:29]([OH:31])=O)[C:8]1[CH:13]=[CH:12][CH:11]=[CH:10][CH:9]=1, predict the reaction product. The product is: [ClH:4].[CH2:21]([N:20]1[C:29](=[O:31])[CH:15]2[N:14]([CH2:7][C:8]3[CH:13]=[CH:12][CH:11]=[CH:10][CH:9]=3)[CH:18]([CH2:17][CH2:16]2)[C:19]1=[O:28])[C:22]1[CH:27]=[CH:26][CH:25]=[CH:24][CH:23]=1.